Dataset: Forward reaction prediction with 1.9M reactions from USPTO patents (1976-2016). Task: Predict the product of the given reaction. (1) Given the reactants [C:1]([C:5]1[CH:6]=[C:7]([CH:32]=[C:33](Cl)[N:34]=1)[C:8]([NH:10][C:11]1[CH:16]=[CH:15][C:14]([CH3:17])=[C:13]([N:18]2[C:25]3[N:21]([N:22]=[C:23]([C:26]4[CH:27]=[N:28][CH:29]=[CH:30][CH:31]=4)[CH:24]=3)[CH:20]=[CH:19]2)[CH:12]=1)=[O:9])([CH3:4])([CH3:3])[CH3:2].C(P(C(C)(C)C)C1C=CC2C(=CC=CC=2)C=1C1C2C(=CC=CC=2)C=CC=1)(C)(C)C.[CH3:65][N:66](C)C(=O)C, predict the reaction product. The product is: [C:1]([C:5]1[CH:6]=[C:7]([CH:32]=[C:33]([C:65]#[N:66])[N:34]=1)[C:8]([NH:10][C:11]1[CH:16]=[CH:15][C:14]([CH3:17])=[C:13]([N:18]2[C:25]3[N:21]([N:22]=[C:23]([C:26]4[CH:27]=[N:28][CH:29]=[CH:30][CH:31]=4)[CH:24]=3)[CH:20]=[CH:19]2)[CH:12]=1)=[O:9])([CH3:4])([CH3:3])[CH3:2]. (2) Given the reactants [F:1][C:2]1[C:3]([CH2:10][CH2:11][C:12](OC)=O)=[CH:4][C:5]([O:8][CH3:9])=[N:6][CH:7]=1.[C:16](#[N:18])[CH3:17].[H-].[Na+].Cl.[NH2:22][NH2:23], predict the reaction product. The product is: [F:1][C:2]1[C:3]([CH2:10][CH2:11][C:12]2[NH:23][N:22]=[C:16]([NH2:18])[CH:17]=2)=[CH:4][C:5]([O:8][CH3:9])=[N:6][CH:7]=1.